From a dataset of Catalyst prediction with 721,799 reactions and 888 catalyst types from USPTO. Predict which catalyst facilitates the given reaction. (1) Reactant: C1COCC1.C([O:8][C:9](=[O:46])[CH2:10][CH2:11][N:12]([C:39]([O:41][C:42]([CH3:45])([CH3:44])[CH3:43])=[O:40])[CH2:13][C:14]([N:16]1[C:24]2[C:19](=[CH:20][C:21]([O:25][CH2:26][C:27]3[CH:32]=[CH:31][C:30]([CH2:33][CH3:34])=[C:29]([C:35]([F:38])([F:37])[F:36])[CH:28]=3)=[CH:22][CH:23]=2)[CH2:18][CH2:17]1)=[O:15])C.[OH-].[Na+].Cl. Product: [C:42]([O:41][C:39]([N:12]([CH2:11][CH2:10][C:9]([OH:46])=[O:8])[CH2:13][C:14]([N:16]1[C:24]2[C:19](=[CH:20][C:21]([O:25][CH2:26][C:27]3[CH:32]=[CH:31][C:30]([CH2:33][CH3:34])=[C:29]([C:35]([F:38])([F:36])[F:37])[CH:28]=3)=[CH:22][CH:23]=2)[CH2:18][CH2:17]1)=[O:15])=[O:40])([CH3:43])([CH3:44])[CH3:45]. The catalyst class is: 5. (2) Reactant: [C:1]([OH:10])(=[O:9])[C:2]1[C:3](=[CH:5][CH:6]=[CH:7][CH:8]=1)[SH:4].N1C=CC=CC=1.[C:17]1([C:26]2[CH:31]=[CH:30][CH:29]=[CH:28][CH:27]=2)[C:18](C(Cl)=O)=[CH:19][CH:20]=[CH:21][CH:22]=1.[O:32]1CCC[CH2:33]1. Product: [C:26]1([C:17]2[CH:22]=[CH:21][CH:20]=[CH:19][CH:18]=2)[CH:27]=[CH:28][C:29]([C:33]([S:4][C:3]2[CH:5]=[CH:6][CH:7]=[CH:8][C:2]=2[C:1]([OH:10])=[O:9])=[O:32])=[CH:30][CH:31]=1. The catalyst class is: 223. (3) Reactant: C(O)(C(F)(F)F)=O.C(OC([N:15]1[CH2:20][CH2:19][N:18]([C:21](=[O:32])[C:22]2[CH:27]=[CH:26][CH:25]=[CH:24][C:23]=2[C:28]([O:30][CH3:31])=[O:29])[CH2:17][CH2:16]1)=O)(C)(C)C.CCN(C(C)C)C(C)C. Product: [CH3:31][O:30][C:28](=[O:29])[C:23]1[CH:24]=[CH:25][CH:26]=[CH:27][C:22]=1[C:21]([N:18]1[CH2:17][CH2:16][NH:15][CH2:20][CH2:19]1)=[O:32]. The catalyst class is: 2.